Dataset: Peptide-MHC class I binding affinity with 185,985 pairs from IEDB/IMGT. Task: Regression. Given a peptide amino acid sequence and an MHC pseudo amino acid sequence, predict their binding affinity value. This is MHC class I binding data. (1) The peptide sequence is ETPNMDVIGE. The MHC is HLA-A26:01 with pseudo-sequence HLA-A26:01. The binding affinity (normalized) is 0.352. (2) The peptide sequence is RVLTARKTV. The MHC is HLA-A69:01 with pseudo-sequence HLA-A69:01. The binding affinity (normalized) is 0.0847. (3) The binding affinity (normalized) is 0.0847. The MHC is HLA-B48:01 with pseudo-sequence HLA-B48:01. The peptide sequence is GELRKAICL. (4) The binding affinity (normalized) is 0.00992. The peptide sequence is KNFAGPVSQ. The MHC is HLA-A32:01 with pseudo-sequence HLA-A32:01.